The task is: Predict which catalyst facilitates the given reaction.. This data is from Catalyst prediction with 721,799 reactions and 888 catalyst types from USPTO. (1) Reactant: C(OC([N:8]1[CH2:14][CH2:13][C:12]2[CH:15]=[C:16]([NH:21][S:22]([C:25]3[CH:30]=[CH:29][C:28]([C:31]4[S:32][C:33]([Cl:36])=[CH:34][CH:35]=4)=[CH:27][CH:26]=3)(=[O:24])=[O:23])[C:17]([O:19][CH3:20])=[CH:18][C:11]=2[CH2:10][CH2:9]1)=O)(C)(C)C.Cl.C(OCC)C. Product: [ClH:36].[Cl:36][C:33]1[S:32][C:31]([C:28]2[CH:27]=[CH:26][C:25]([S:22]([NH:21][C:16]3[C:17]([O:19][CH3:20])=[CH:18][C:11]4[CH2:10][CH2:9][NH:8][CH2:14][CH2:13][C:12]=4[CH:15]=3)(=[O:24])=[O:23])=[CH:30][CH:29]=2)=[CH:35][CH:34]=1. The catalyst class is: 12. (2) Reactant: [C:1]([O:5][C:6]([N:8]1[CH2:12][C@H:11]([C:13]2[CH:18]=[CH:17][C:16]([Cl:19])=[C:15]([Cl:20])[CH:14]=2)[C@@H:10](C(O)=O)[CH2:9]1)=[O:7])([CH3:4])([CH3:3])[CH3:2].C1C=CC(P([N:38]=[N+]=[N-])(C2C=CC=CC=2)=O)=CC=1.C(N(CC)CC)C.[OH-].[Na+]. Product: [NH2:38][C@@H:10]1[C@@H:11]([C:13]2[CH:18]=[CH:17][C:16]([Cl:19])=[C:15]([Cl:20])[CH:14]=2)[CH2:12][N:8]([C:6]([O:5][C:1]([CH3:4])([CH3:3])[CH3:2])=[O:7])[CH2:9]1. The catalyst class is: 93. (3) Product: [Cl:1][C:2]1[CH:3]=[C:4]([CH:26]=[CH:27][C:28]=1[Cl:29])[O:5][CH:6]1[CH2:7][CH2:8][N:9]([C:12]([C@@H:14]([NH2:18])[CH:15]([CH3:16])[CH3:17])=[O:13])[CH2:10][CH2:11]1. Reactant: [Cl:1][C:2]1[CH:3]=[C:4]([CH:26]=[CH:27][C:28]=1[Cl:29])[O:5][CH:6]1[CH2:11][CH2:10][N:9]([C:12]([C@@H:14]([NH:18]C(=O)OC(C)(C)C)[CH:15]([CH3:17])[CH3:16])=[O:13])[CH2:8][CH2:7]1.FC(F)(F)C(O)=O. The catalyst class is: 4. (4) Reactant: C[O:2][C:3](=[O:36])[C:4]1[C:9]([O:10][CH:11]([F:13])[F:12])=[CH:8][CH:7]=[C:6]([N:14]2[C:18]([CH3:19])=[CH:17][CH:16]=[C:15]2[C:20]2[CH:25]=[C:24]([F:26])[CH:23]=[CH:22][C:21]=2[O:27][CH2:28][C:29]2[CH:34]=[CH:33][C:32]([F:35])=[CH:31][CH:30]=2)[CH:5]=1.[OH-].[Na+].Cl. Product: [F:26][C:24]1[CH:23]=[CH:22][C:21]([O:27][CH2:28][C:29]2[CH:30]=[CH:31][C:32]([F:35])=[CH:33][CH:34]=2)=[C:20]([C:15]2[N:14]([C:6]3[CH:5]=[C:4]([C:9]([O:10][CH:11]([F:12])[F:13])=[CH:8][CH:7]=3)[C:3]([OH:36])=[O:2])[C:18]([CH3:19])=[CH:17][CH:16]=2)[CH:25]=1. The catalyst class is: 511. (5) Reactant: C(=O)([O-])[O-].[Cs+].[Cs+].[C:7]([OH:10])(=[S:9])[CH3:8].[Cl:11][C:12]1[CH:17]=[CH:16][C:15]([O:18][CH3:19])=[C:14]([CH2:20]Cl)[CH:13]=1. Product: [Cl:11][C:12]1[CH:17]=[CH:16][C:15]([O:18][CH3:19])=[C:14]([CH:13]=1)[CH2:20][S:9][C:7](=[O:10])[CH3:8]. The catalyst class is: 42.